From a dataset of Full USPTO retrosynthesis dataset with 1.9M reactions from patents (1976-2016). Predict the reactants needed to synthesize the given product. (1) Given the product [CH3:21][NH:22][C:2]1[CH:3]=[CH:4][C:5]2[N:6]([CH:8]=[C:9]([C:11]3[CH:12]=[C:13]([CH:16]=[CH:17][CH:18]=3)[C:14]#[N:15])[N:10]=2)[N:7]=1, predict the reactants needed to synthesize it. The reactants are: Cl[C:2]1[CH:3]=[CH:4][C:5]2[N:6]([CH:8]=[C:9]([C:11]3[CH:12]=[C:13]([CH:16]=[CH:17][CH:18]=3)[C:14]#[N:15])[N:10]=2)[N:7]=1.CO.[CH3:21][NH2:22]. (2) Given the product [Cl:14][CH2:15][C:16]([N:21]([CH2:19][CH3:20])[C:22]1[CH:27]=[CH:26][CH:25]=[CH:24][CH:23]=1)=[O:17], predict the reactants needed to synthesize it. The reactants are: C(N(C)C(=O)CCl)C1C=CC=CC=1.[Cl:14][CH2:15][C:16](Cl)=[O:17].[CH2:19]([NH:21][C:22]1[CH:27]=[CH:26][CH:25]=[CH:24][CH:23]=1)[CH3:20].C(Cl)Cl.CO. (3) Given the product [F:1][CH2:2][CH:3]1[CH2:7][C:6]2([CH2:12][CH2:11][NH:10][CH2:9][CH2:8]2)[C:5](=[O:20])[N:4]1[C:21]1[CH2:22][O:23][C:24](=[O:26])[CH:25]=1, predict the reactants needed to synthesize it. The reactants are: [F:1][CH2:2][CH:3]1[CH2:7][C:6]2([CH2:12][CH2:11][N:10](C(OC(C)(C)C)=O)[CH2:9][CH2:8]2)[C:5](=[O:20])[N:4]1[C:21]1[CH2:22][O:23][C:24](=[O:26])[CH:25]=1.FC(F)(F)C(O)=O.